This data is from Reaction yield outcomes from USPTO patents with 853,638 reactions. The task is: Predict the reaction yield, written as a fraction of the theoretical maximum amount of product (1.0 means a 100% yield; for example, 0.34 means a 34% yield). The reactants are [C:1]([O:5][CH2:6][CH3:7])(=[O:4])[CH2:2][SH:3].[Br:8][C:9]1[CH:16]=[CH:15][C:12]([CH:13]=O)=[C:11](F)[CH:10]=1.C(N(CC)CC)C. The catalyst is CS(C)=O. The product is [Br:8][C:9]1[CH:10]=[CH:11][C:12]2[CH:13]=[C:2]([C:1]([O:5][CH2:6][CH3:7])=[O:4])[S:3][C:15]=2[CH:16]=1. The yield is 0.920.